Dataset: Forward reaction prediction with 1.9M reactions from USPTO patents (1976-2016). Task: Predict the product of the given reaction. (1) Given the reactants [F:1][C:2]1[CH:3]=[C:4]([N:13]2[CH2:17][C@H:16]([CH2:18][NH:19][C:20](=[O:26])[O:21][C:22]([CH3:25])([CH3:24])[CH3:23])[O:15][C:14]2=[O:27])[CH:5]=[C:6](CCO)[C:7]=1[NH:8][CH3:9].CC#N.[C:31]([O:34][CH2:35][CH3:36])(=[O:33])C, predict the reaction product. The product is: [F:1][C:2]1[C:7]2[N:8]([CH3:9])[C:31](=[O:33])[O:34][CH2:35][CH2:36][C:6]=2[CH:5]=[C:4]([N:13]2[CH2:17][C@H:16]([CH2:18][NH:19][C:20](=[O:26])[O:21][C:22]([CH3:23])([CH3:24])[CH3:25])[O:15][C:14]2=[O:27])[CH:3]=1. (2) Given the reactants O[CH2:2][CH2:3][CH2:4][C:5]([NH:8][C:9](=[O:15])[O:10][C:11]([CH3:14])([CH3:13])[CH3:12])([CH3:7])[CH3:6].[CH3:16][S:17](Cl)(=O)=O.[OH2:21].N1C=CC=C[CH:23]=1, predict the reaction product. The product is: [CH3:23][O:21][CH2:16][S:17][CH2:2][CH2:3][CH2:4][C:5]([NH:8][C:9](=[O:15])[O:10][C:11]([CH3:14])([CH3:13])[CH3:12])([CH3:7])[CH3:6]. (3) The product is: [CH:30]1([CH2:29][O:28][C:16]2[CH:15]=[C:14]([S:13][C:10]3[CH:11]=[CH:12][C:7]([O:6][CH2:5][C:4]([OH:36])=[O:3])=[C:8]([CH3:35])[CH:9]=3)[CH:19]=[C:18]([C:20]#[C:21][C:22]3[CH:27]=[CH:26][CH:25]=[CH:24][CH:23]=3)[CH:17]=2)[CH2:34][CH2:33][CH2:32][CH2:31]1. Given the reactants C([O:3][C:4](=[O:36])[CH2:5][O:6][C:7]1[CH:12]=[CH:11][C:10]([S:13][C:14]2[CH:19]=[C:18]([C:20]#[C:21][C:22]3[CH:27]=[CH:26][CH:25]=[CH:24][CH:23]=3)[CH:17]=[C:16]([O:28][CH2:29][CH:30]3[CH2:34][CH2:33][CH2:32][CH2:31]3)[CH:15]=2)=[CH:9][C:8]=1[CH3:35])C.C(O)C.[OH-].[Na+].Cl, predict the reaction product.